This data is from Reaction yield outcomes from USPTO patents with 853,638 reactions. The task is: Predict the reaction yield, written as a fraction of the theoretical maximum amount of product (1.0 means a 100% yield; for example, 0.34 means a 34% yield). (1) The reactants are Cl[C:2]1[CH:7]=[CH:6][C:5]([C:8]2[CH:28]=[CH:27][C:11]3[N:12]([C:21]4[CH:26]=[CH:25][CH:24]=[CH:23][CH:22]=4)[C:13]([C:15]4[CH:20]=[CH:19][CH:18]=[CH:17][CH:16]=4)=[N:14][C:10]=3[CH:9]=2)=[CH:4][CH:3]=1.[CH:29]1[C:38]2[C:33](=[CH:34][CH:35]=[CH:36][CH:37]=2)[CH:32]=[CH:31][C:30]=1[C:39]1[C:40]2[C:45]([C:46]([C:56]3[CH:65]=[CH:64][C:63]4[C:58](=[CH:59][CH:60]=[CH:61][CH:62]=4)[CH:57]=3)=[C:47]3[C:52]=1[CH:51]=[C:50](B(O)O)[CH:49]=[CH:48]3)=[CH:44][CH:43]=[CH:42][CH:41]=2.C(=O)([O-])[O-].[Cs+].[Cs+].[CH:72]1(P(C2CCCCC2)C2CCCCC2)[CH2:77][CH2:76][CH2:75][CH2:74][CH2:73]1.C1(C)C=CC=CC=1. The catalyst is C1(C)C=CC=CC=1.O.C1C=CC(/C=C/C(/C=C/C2C=CC=CC=2)=O)=CC=1.C1C=CC(/C=C/C(/C=C/C2C=CC=CC=2)=O)=CC=1.C1C=CC(/C=C/C(/C=C/C2C=CC=CC=2)=O)=CC=1.[Pd].[Pd].O1CCOCC1. The product is [C:21]1([N:12]2[C:11]3[CH:27]=[CH:28][C:8]([C:5]4[CH:6]=[CH:7][C:2]([C:42]5[CH:43]=[CH:44][C:45]6[C:40](=[C:39]([C:30]7[CH:31]=[CH:32][C:33]8[C:38](=[CH:37][CH:36]=[CH:35][CH:34]=8)[CH:29]=7)[C:52]7[C:47]([C:46]=6[C:56]6[CH:65]=[CH:64][C:63]8[C:58](=[CH:59][CH:60]=[CH:61][CH:62]=8)[CH:57]=6)=[CH:48][CH:49]=[CH:50][CH:51]=7)[C:41]=5[C:72]5[CH:77]=[CH:76][CH:75]=[CH:74][CH:73]=5)=[CH:3][CH:4]=4)=[CH:9][C:10]=3[N:14]=[C:13]2[C:15]2[CH:20]=[CH:19][CH:18]=[CH:17][CH:16]=2)[CH:26]=[CH:25][CH:24]=[CH:23][CH:22]=1. The yield is 0.690. (2) The reactants are Br[C:2]1[CH:29]=[CH:28][C:5]([CH2:6][NH:7][C:8]2[N:23]=[CH:22][C:21]([C:24]([F:27])([F:26])[F:25])=[CH:20][C:9]=2[C:10]([NH:12][C:13]2[CH:18]=[CH:17][C:16]([F:19])=[CH:15][CH:14]=2)=[O:11])=[CH:4][CH:3]=1.CC([O-])=O.[K+].[CH3:35][C:36]1([CH3:52])[C:40]([CH3:42])([CH3:41])[O:39][B:38]([B:38]2[O:39][C:40]([CH3:42])([CH3:41])[C:36]([CH3:52])([CH3:35])[O:37]2)[O:37]1. The catalyst is O1CCOCC1.CS(C)=O. The product is [F:19][C:16]1[CH:17]=[CH:18][C:13]([NH:12][C:10](=[O:11])[C:9]2[CH:20]=[C:21]([C:24]([F:27])([F:26])[F:25])[CH:22]=[N:23][C:8]=2[NH:7][CH2:6][C:5]2[CH:28]=[CH:29][C:2]([B:38]3[O:39][C:40]([CH3:42])([CH3:41])[C:36]([CH3:52])([CH3:35])[O:37]3)=[CH:3][CH:4]=2)=[CH:14][CH:15]=1. The yield is 0.740. (3) The reactants are C[O:2][C:3]([C:5]1[CH:10]=[CH:9][C:8]([C:11]2[C:12]([CH3:56])([CH3:55])[C@H:13]3[C@:26]([CH3:29])([CH2:27][CH:28]=2)[C@@H:25]2[C@:16]([CH3:54])([C@@:17]4([CH3:53])[C@H:22]([CH2:23][CH2:24]2)[C@H:21]2[C@H:30]([C:33]([CH3:35])=[CH2:34])[CH2:31][CH2:32][C@:20]2([C:36]([NH:38][CH2:39][CH2:40][C:41]([N:43]2[CH2:48][CH2:47][CH:46]([C:49]([O:51]C)=[O:50])[CH2:45][CH2:44]2)=[O:42])=[O:37])[CH2:19][CH2:18]4)[CH2:15][CH2:14]3)=[CH:7][CH:6]=1)=[O:4].[OH-].[Na+]. The catalyst is O1CCOCC1.Cl. The product is [C:3]([C:5]1[CH:6]=[CH:7][C:8]([C:11]2[C:12]([CH3:56])([CH3:55])[C@H:13]3[C@:26]([CH3:29])([CH2:27][CH:28]=2)[C@@H:25]2[C@:16]([CH3:54])([C@@:17]4([CH3:53])[C@H:22]([CH2:23][CH2:24]2)[C@H:21]2[C@H:30]([C:33]([CH3:35])=[CH2:34])[CH2:31][CH2:32][C@:20]2([C:36]([NH:38][CH2:39][CH2:40][C:41]([N:43]2[CH2:44][CH2:45][CH:46]([C:49]([OH:51])=[O:50])[CH2:47][CH2:48]2)=[O:42])=[O:37])[CH2:19][CH2:18]4)[CH2:15][CH2:14]3)=[CH:9][CH:10]=1)([OH:4])=[O:2]. The yield is 0.743. (4) The reactants are C(OC([N:8]1[CH2:12][CH2:11][CH2:10][C@H:9]1[CH2:13][O:14][C:15]1[CH:24]=[CH:23][C:18]([C:19]([O:21][CH3:22])=[O:20])=[CH:17][CH:16]=1)=O)(C)(C)C. The catalyst is C(O)(C(F)(F)F)=O.C(Cl)Cl. The product is [NH:8]1[CH2:12][CH2:11][CH2:10][C@H:9]1[CH2:13][O:14][C:15]1[CH:24]=[CH:23][C:18]([C:19]([O:21][CH3:22])=[O:20])=[CH:17][CH:16]=1. The yield is 0.730. (5) The reactants are Cl.[CH3:2][C:3]1[CH:8]=[C:7]([CH3:9])[NH:6][C:5](=[O:10])[C:4]=1[CH2:11][NH:12][C:13]([C:15]1[C:19]([CH3:20])=[C:18]([N:21]([CH2:28][CH3:29])[CH:22]2[CH2:27][CH2:26][O:25][CH2:24][CH2:23]2)[S:17][C:16]=1[CH:30]1[CH2:34][CH2:33][NH:32][CH2:31]1)=[O:14].[CH3:35][S:36](Cl)(=[O:38])=[O:37].CO. The catalyst is C(Cl)(Cl)Cl. The product is [CH3:2][C:3]1[CH:8]=[C:7]([CH3:9])[NH:6][C:5](=[O:10])[C:4]=1[CH2:11][NH:12][C:13]([C:15]1[C:19]([CH3:20])=[C:18]([N:21]([CH2:28][CH3:29])[CH:22]2[CH2:27][CH2:26][O:25][CH2:24][CH2:23]2)[S:17][C:16]=1[CH:30]1[CH2:34][CH2:33][N:32]([S:36]([CH3:35])(=[O:38])=[O:37])[CH2:31]1)=[O:14]. The yield is 0.551. (6) The reactants are C(NC(C)C)(C)C.[Li]CCCC.[CH2:13]([N:20]1[C:24]([CH3:26])([CH3:25])[CH2:23][CH2:22][C:21]1=[O:27])[C:14]1[CH:19]=[CH:18][CH:17]=[CH:16][CH:15]=1.[C:28](=O)([O:31]C)[O:29][CH3:30]. The catalyst is C1COCC1. The product is [CH2:13]([N:20]1[C:24]([CH3:25])([CH3:26])[CH2:23][CH:22]([C:28]([O:29][CH3:30])=[O:31])[C:21]1=[O:27])[C:14]1[CH:19]=[CH:18][CH:17]=[CH:16][CH:15]=1. The yield is 0.400. (7) The reactants are [N:1]([CH2:4][C:5]1[C:10]2[N:11]=[CH:12][S:13][C:9]=2[CH:8]=[CH:7][CH:6]=1)=[N+]=[N-].N#N. The catalyst is CO.[OH-].[OH-].[Pd+2]. The product is [NH2:1][CH2:4][C:5]1[C:10]2[N:11]=[CH:12][S:13][C:9]=2[CH:8]=[CH:7][CH:6]=1. The yield is 0.790. (8) The reactants are [NH2:1][C@@H:2]([CH2:33][C:34]1[CH:39]=[CH:38][CH:37]=[CH:36][CH:35]=1)[C@@H:3]([OH:32])[CH2:4][C@H:5]([NH:19][C:20]([C@@H:22]([NH:27][C:28](=[O:31])[O:29][CH3:30])[C:23]([CH3:26])([CH3:25])[CH3:24])=[O:21])[CH2:6][C:7]1[CH:12]=[CH:11][C:10]([C:13]2[CH:18]=[CH:17][CH:16]=[CH:15][N:14]=2)=[CH:9][CH:8]=1.[CH3:40][C@@H:41]([CH2:60][CH3:61])[C@H:42]([N:46]1[CH2:50][CH2:49][N:48]([CH2:51][C:52]2[CH:57]=[CH:56][CH:55]=[C:54]([CH3:58])[N:53]=2)[C:47]1=[O:59])[C:43](O)=[O:44].CCOP(ON1N=NC2C=CC=CC=2C1=O)(OCC)=O.C(N(CC)C(C)C)(C)C. The catalyst is C1COCC1. The product is [OH:32][C@H:3]([C@@H:2]([NH:1][C:43](=[O:44])[C@@H:42]([N:46]1[CH2:50][CH2:49][N:48]([CH2:51][C:52]2[CH:57]=[CH:56][CH:55]=[C:54]([CH3:58])[N:53]=2)[C:47]1=[O:59])[CH:41]([CH3:40])[CH2:60][CH3:61])[CH2:33][C:34]1[CH:35]=[CH:36][CH:37]=[CH:38][CH:39]=1)[CH2:4][C@H:5]([NH:19][C:20]([C@@H:22]([NH:27][C:28](=[O:31])[O:29][CH3:30])[C:23]([CH3:26])([CH3:25])[CH3:24])=[O:21])[CH2:6][C:7]1[CH:12]=[CH:11][C:10]([C:13]2[CH:18]=[CH:17][CH:16]=[CH:15][N:14]=2)=[CH:9][CH:8]=1. The yield is 0.810. (9) The reactants are [CH2:1]([NH:3][CH2:4][CH2:5][OH:6])[CH3:2].[CH3:7][N:8]1[C:20]2[CH2:19][CH2:18][CH:17]([CH:21]3[CH2:26][CH2:25][O:24][CH2:23][CH2:22]3)[CH2:16][C:15]=2[C:14]2[C:9]1=[CH:10][CH:11]=[C:12]([C:27](O)=[O:28])[CH:13]=2.CCN(C(C)C)C(C)C.CN(C(ON1N=NC2C=CC=NC1=2)=[N+](C)C)C.F[P-](F)(F)(F)(F)F. The catalyst is CN(C=O)C. The product is [CH2:1]([N:3]([CH2:4][CH2:5][OH:6])[C:27]([C:12]1[CH:13]=[C:14]2[C:9](=[CH:10][CH:11]=1)[N:8]([CH3:7])[C:20]1[CH2:19][CH2:18][CH:17]([CH:21]3[CH2:26][CH2:25][O:24][CH2:23][CH2:22]3)[CH2:16][C:15]2=1)=[O:28])[CH3:2]. The yield is 0.670.